From a dataset of Reaction yield outcomes from USPTO patents with 853,638 reactions. Predict the reaction yield, written as a fraction of the theoretical maximum amount of product (1.0 means a 100% yield; for example, 0.34 means a 34% yield). The reactants are I[C:2]1[CH:14]=[CH:13][C:5]([O:6][CH:7]2[CH2:12][CH2:11][CH2:10][CH2:9][O:8]2)=[CH:4][CH:3]=1.C([Li])CCC.[Cl:20][C:21]1[CH:32]=[CH:31][C:24]([C:25](N(OC)C)=[O:26])=[CH:23][N:22]=1.[Cl-].[NH4+]. The catalyst is O1CCCC1. The product is [Cl:20][C:21]1[N:22]=[CH:23][C:24]([C:25]([C:2]2[CH:14]=[CH:13][C:5]([O:6][CH:7]3[CH2:12][CH2:11][CH2:10][CH2:9][O:8]3)=[CH:4][CH:3]=2)=[O:26])=[CH:31][CH:32]=1. The yield is 0.663.